From a dataset of Reaction yield outcomes from USPTO patents with 853,638 reactions. Predict the reaction yield, written as a fraction of the theoretical maximum amount of product (1.0 means a 100% yield; for example, 0.34 means a 34% yield). (1) The yield is 0.780. The reactants are Cl[CH2:2][C:3]([NH:5][CH2:6][C@@H:7]([NH:9][C:10](=[O:16])[O:11][C:12]([CH3:15])([CH3:14])[CH3:13])[CH3:8])=[O:4].C(=O)([O-])[O-].[K+].[K+].CC(OC(OC(OC(C)(C)C)=O)=O)(C)C.O. The catalyst is FC(F)(F)C(O)=O. The product is [CH3:8][C@H:7]1[CH2:6][NH:5][C:3](=[O:4])[CH2:2][N:9]1[C:10]([O:11][C:12]([CH3:15])([CH3:14])[CH3:13])=[O:16]. (2) The reactants are [Cl:1][CH2:2][C:3](=O)[CH2:4][CH:5]([C:10]1[S:14][C:13]([C:15]2[CH:20]=[CH:19][C:18]([Cl:21])=[CH:17][CH:16]=2)=[N:12][CH:11]=1)[CH2:6][C:7]([O-:9])=[O:8].[N:23]1[C:32]2[NH:31][CH2:30][CH2:29][CH2:28][C:27]=2[CH:26]=[CH:25][C:24]=1[CH2:33][CH2:34][CH2:35][C:36](=[S:38])[NH2:37].O1CCO[CH2:41][CH2:40]1. No catalyst specified. The product is [ClH:1].[Cl:21][C:18]1[CH:19]=[CH:20][C:15]([C:13]2[S:14][C:10]([CH:5]([CH2:4][C:3]3[N:37]=[C:36]([CH2:35][CH2:34][CH2:33][C:24]4[CH:25]=[CH:26][C:27]5[CH2:28][CH2:29][CH2:30][NH:31][C:32]=5[N:23]=4)[S:38][CH:2]=3)[CH2:6][C:7]([O:9][CH2:40][CH3:41])=[O:8])=[CH:11][N:12]=2)=[CH:16][CH:17]=1. The yield is 0.440. (3) The reactants are Br[C:2]1[CH:7]=[CH:6][CH:5]=[CH:4][C:3]=1[C:8]1[CH:13]=[CH:12][CH:11]=[CH:10][CH:9]=1.II.[Mg].Cl[P:18]([C:23]([CH3:26])([CH3:25])[CH3:24])[C:19]([CH3:22])([CH3:21])[CH3:20]. The product is [C:19]([P:18]([C:23]([CH3:26])([CH3:25])[CH3:24])[C:2]1[CH:7]=[CH:6][CH:5]=[CH:4][C:3]=1[C:8]1[CH:13]=[CH:12][CH:11]=[CH:10][CH:9]=1)([CH3:22])([CH3:21])[CH3:20]. The yield is 0.580. The catalyst is C1COCC1. (4) The reactants are [Br:1][C:2]1[CH:3]=[C:4]2[C:9](=[CH:10][CH:11]=1)[C:8](=O)[CH2:7][CH2:6][CH2:5]2.[NH2:13][OH:14].CC([O-])=O.[Na+]. The catalyst is CCO. The product is [Br:1][C:2]1[CH:3]=[C:4]2[C:9](=[CH:10][CH:11]=1)/[C:8](=[N:13]\[OH:14])/[CH2:7][CH2:6][CH2:5]2. The yield is 0.900.